Dataset: Catalyst prediction with 721,799 reactions and 888 catalyst types from USPTO. Task: Predict which catalyst facilitates the given reaction. (1) Reactant: [CH3:1][C:2]1[O:6][N:5]=[C:4]([C:7]([OH:9])=O)[CH:3]=1.C(Cl)(=O)C(Cl)=O.[NH2:16][C:17]1[CH:18]=[C:19]([CH:36]=[CH:37][CH:38]=1)[O:20][C:21]1[CH:22]=[CH:23][C:24]2[N:25]([CH:27]=[C:28]([NH:30][C:31]([CH:33]3[CH2:35][CH2:34]3)=[O:32])[N:29]=2)[N:26]=1.C(N(CC)CC)C. Product: [CH:33]1([C:31]([NH:30][C:28]2[N:29]=[C:24]3[CH:23]=[CH:22][C:21]([O:20][C:19]4[CH:18]=[C:17]([NH:16][C:7]([C:4]5[CH:3]=[C:2]([CH3:1])[O:6][N:5]=5)=[O:9])[CH:38]=[CH:37][CH:36]=4)=[N:26][N:25]3[CH:27]=2)=[O:32])[CH2:34][CH2:35]1. The catalyst class is: 348. (2) Reactant: [Cl:1][C:2]1[N:7]=[C:6]([NH:8][CH3:9])[C:5]([CH2:10][NH:11][C:12]2[CH:13]=[C:14]([NH:19][C:20](=[O:31])[C:21]3[CH:26]=[CH:25][CH:24]=[C:23]([C:27]([F:30])([F:29])[F:28])[CH:22]=3)[CH:15]=[CH:16][C:17]=2[CH3:18])=[CH:4][N:3]=1.C(N(CC)CC)C.ClC(Cl)([O:42]C(=O)OC(Cl)(Cl)Cl)Cl. Product: [Cl:1][C:2]1[N:7]=[C:6]2[NH:8][C:9](=[O:42])[N:11]([C:12]3[CH:13]=[C:14]([NH:19][C:20](=[O:31])[C:21]4[CH:26]=[CH:25][CH:24]=[C:23]([C:27]([F:28])([F:29])[F:30])[CH:22]=4)[CH:15]=[CH:16][C:17]=3[CH3:18])[CH2:10][C:5]2=[CH:4][N:3]=1. The catalyst class is: 1.